Task: Regression. Given a peptide amino acid sequence and an MHC pseudo amino acid sequence, predict their binding affinity value. This is MHC class I binding data.. Dataset: Peptide-MHC class I binding affinity with 185,985 pairs from IEDB/IMGT (1) The MHC is HLA-B08:01 with pseudo-sequence HLA-B08:01. The peptide sequence is YEFRKVKSY. The binding affinity (normalized) is 0. (2) The peptide sequence is LADVCNWTY. The MHC is HLA-B15:01 with pseudo-sequence HLA-B15:01. The binding affinity (normalized) is 0.0847. (3) The MHC is HLA-A02:01 with pseudo-sequence HLA-A02:01. The binding affinity (normalized) is 0.110. The peptide sequence is TLNRNQPAA. (4) The peptide sequence is KEISSMLNI. The MHC is HLA-B44:02 with pseudo-sequence HLA-B44:02. The binding affinity (normalized) is 0.661. (5) The peptide sequence is CAVHLIIYY. The MHC is HLA-A03:01 with pseudo-sequence HLA-A03:01. The binding affinity (normalized) is 0.148. (6) The peptide sequence is RILHNFAYSL. The MHC is HLA-A32:01 with pseudo-sequence HLA-A32:01. The binding affinity (normalized) is 0.869. (7) The peptide sequence is KSSQRDTILK. The MHC is HLA-A11:01 with pseudo-sequence HLA-A11:01. The binding affinity (normalized) is 0.676. (8) The peptide sequence is KAIGTVLV. The MHC is HLA-B51:01 with pseudo-sequence HLA-B51:01. The binding affinity (normalized) is 0. (9) The peptide sequence is GGDRGFAAPQF. The MHC is Mamu-B52 with pseudo-sequence Mamu-B52. The binding affinity (normalized) is 0.779. (10) The peptide sequence is HQRRLVKLLL. The MHC is HLA-A68:02 with pseudo-sequence HLA-A68:02. The binding affinity (normalized) is 0.232.